From a dataset of Full USPTO retrosynthesis dataset with 1.9M reactions from patents (1976-2016). Predict the reactants needed to synthesize the given product. The reactants are: [CH3:1][C:2](C)([O-])C.[Na+].CN(C)C(=O)C.[CH2:13]([O:20][C:21]1[CH:22]=[CH:23][C:24]2[NH:30][C:29](=[O:31])[C:28]([CH3:33])([CH3:32])[C:27](=[O:34])[N:26]([CH3:35])[C:25]=2[CH:36]=1)[C:14]1[CH:19]=[CH:18][CH:17]=[CH:16][CH:15]=1.C(I)C. Given the product [CH2:13]([O:20][C:21]1[CH:22]=[CH:23][C:24]2[N:30]([CH2:1][CH3:2])[C:29](=[O:31])[C:28]([CH3:33])([CH3:32])[C:27](=[O:34])[N:26]([CH3:35])[C:25]=2[CH:36]=1)[C:14]1[CH:15]=[CH:16][CH:17]=[CH:18][CH:19]=1, predict the reactants needed to synthesize it.